Dataset: NCI-60 drug combinations with 297,098 pairs across 59 cell lines. Task: Regression. Given two drug SMILES strings and cell line genomic features, predict the synergy score measuring deviation from expected non-interaction effect. (1) Drug 1: CN1C2=C(C=C(C=C2)N(CCCl)CCCl)N=C1CCCC(=O)O.Cl. Drug 2: CS(=O)(=O)OCCCCOS(=O)(=O)C. Cell line: HOP-92. Synergy scores: CSS=-6.01, Synergy_ZIP=0.950, Synergy_Bliss=-1.45, Synergy_Loewe=-8.87, Synergy_HSA=-7.39. (2) Drug 1: C1=CC(=CC=C1CCCC(=O)O)N(CCCl)CCCl. Drug 2: CC1=C(C(=CC=C1)Cl)NC(=O)C2=CN=C(S2)NC3=CC(=NC(=N3)C)N4CCN(CC4)CCO. Cell line: T-47D. Synergy scores: CSS=13.0, Synergy_ZIP=-3.96, Synergy_Bliss=3.45, Synergy_Loewe=1.48, Synergy_HSA=2.85. (3) Drug 1: C1CC(=O)NC(=O)C1N2CC3=C(C2=O)C=CC=C3N. Drug 2: COC1=NC(=NC2=C1N=CN2C3C(C(C(O3)CO)O)O)N. Cell line: NCI-H322M. Synergy scores: CSS=3.35, Synergy_ZIP=2.33, Synergy_Bliss=3.03, Synergy_Loewe=3.73, Synergy_HSA=2.37. (4) Drug 1: CCN(CC)CCNC(=O)C1=C(NC(=C1C)C=C2C3=C(C=CC(=C3)F)NC2=O)C. Drug 2: CC(C)NC(=O)C1=CC=C(C=C1)CNNC.Cl. Cell line: CCRF-CEM. Synergy scores: CSS=7.60, Synergy_ZIP=-3.33, Synergy_Bliss=-4.10, Synergy_Loewe=1.49, Synergy_HSA=-3.56. (5) Drug 1: CC(C1=C(C=CC(=C1Cl)F)Cl)OC2=C(N=CC(=C2)C3=CN(N=C3)C4CCNCC4)N. Drug 2: C(CCl)NC(=O)N(CCCl)N=O. Cell line: PC-3. Synergy scores: CSS=8.05, Synergy_ZIP=-1.73, Synergy_Bliss=1.68, Synergy_Loewe=1.95, Synergy_HSA=1.95. (6) Drug 1: C1CNP(=O)(OC1)N(CCCl)CCCl. Drug 2: C(CCl)NC(=O)N(CCCl)N=O. Cell line: CAKI-1. Synergy scores: CSS=0.730, Synergy_ZIP=0.362, Synergy_Bliss=-1.66, Synergy_Loewe=-16.3, Synergy_HSA=-4.25. (7) Drug 1: CC1=C(C(=CC=C1)Cl)NC(=O)C2=CN=C(S2)NC3=CC(=NC(=N3)C)N4CCN(CC4)CCO. Drug 2: CCN(CC)CCNC(=O)C1=C(NC(=C1C)C=C2C3=C(C=CC(=C3)F)NC2=O)C. Cell line: 786-0. Synergy scores: CSS=6.33, Synergy_ZIP=-3.10, Synergy_Bliss=-1.07, Synergy_Loewe=0.356, Synergy_HSA=1.06.